From a dataset of Forward reaction prediction with 1.9M reactions from USPTO patents (1976-2016). Predict the product of the given reaction. (1) Given the reactants [F:1][C:2]([F:13])([F:12])[C:3]([C:5]1[CH:10]=[CH:9][C:8](F)=[CH:7][CH:6]=1)=[O:4].Cl.[C:15]1([S:21]([N:24]2[CH2:29][CH2:28][NH:27][CH2:26][CH2:25]2)(=[O:23])=[O:22])[CH:20]=[CH:19][CH:18]=[CH:17][CH:16]=1.CC#N.C(N(CC)CC)C, predict the reaction product. The product is: [F:1][C:2]([F:13])([F:12])[C:3]([C:5]1[CH:10]=[CH:9][C:8]([N:27]2[CH2:28][CH2:29][N:24]([S:21]([C:15]3[CH:20]=[CH:19][CH:18]=[CH:17][CH:16]=3)(=[O:23])=[O:22])[CH2:25][CH2:26]2)=[CH:7][CH:6]=1)=[O:4]. (2) Given the reactants [CH2:1]([N:3]([CH2:32][CH3:33])[C:4](=[O:31])[CH:5]([CH2:22][C:23]1[CH:28]=[CH:27][C:26]([O:29][CH3:30])=[CH:25][CH:24]=1)[C:6]([NH:8][S:9]([C:12]1[CH:21]=[CH:20][C:19]2[C:14](=[CH:15][CH:16]=[CH:17][CH:18]=2)[CH:13]=1)(=[O:11])=[O:10])=[O:7])[CH3:2].C(N[C:37]1[CH:42]=CC=[CH:39][CH:38]=1)C, predict the reaction product. The product is: [CH2:32]([N:3]([C:1]1[CH:39]=[CH:38][CH:37]=[CH:42][CH:2]=1)[C:4](=[O:31])[CH:5]([CH2:22][C:23]1[CH:28]=[CH:27][C:26]([O:29][CH3:30])=[CH:25][CH:24]=1)[C:6]([NH:8][S:9]([C:12]1[CH:21]=[CH:20][C:19]2[C:14](=[CH:15][CH:16]=[CH:17][CH:18]=2)[CH:13]=1)(=[O:10])=[O:11])=[O:7])[CH3:33].